This data is from Full USPTO retrosynthesis dataset with 1.9M reactions from patents (1976-2016). The task is: Predict the reactants needed to synthesize the given product. (1) Given the product [CH2:1]([C:4]1[C:13]([N+:14]([O-:16])=[O:15])=[CH:12][CH:11]=[CH:10][C:5]=1[C:6]([OH:8])=[O:7])[CH:2]=[CH2:3], predict the reactants needed to synthesize it. The reactants are: [CH2:1]([C:4]1[C:13]([N+:14]([O-:16])=[O:15])=[CH:12][CH:11]=[CH:10][C:5]=1[C:6]([O:8]C)=[O:7])[CH:2]=[CH2:3].[Li+].[OH-].Cl.CCOC(C)=O. (2) Given the product [C:24]([N:1]1[CH2:6][CH2:5][CH2:4][C@@H:3]([N:7]2[CH:11]=[C:10]([O:12][C:13]3[N:14]=[C:15]([OH:23])[C:16]4[CH:22]=[CH:21][N:20]=[CH:19][C:17]=4[N:18]=3)[CH:9]=[N:8]2)[CH2:2]1)(=[O:31])[C:25]1[CH:30]=[CH:29][CH:28]=[CH:27][CH:26]=1, predict the reactants needed to synthesize it. The reactants are: [NH:1]1[CH2:6][CH2:5][CH2:4][C@@H:3]([N:7]2[CH:11]=[C:10]([O:12][C:13]3[N:14]=[C:15]([OH:23])[C:16]4[CH:22]=[CH:21][N:20]=[CH:19][C:17]=4[N:18]=3)[CH:9]=[N:8]2)[CH2:2]1.[C:24](Cl)(=[O:31])[C:25]1[CH:30]=[CH:29][CH:28]=[CH:27][CH:26]=1. (3) Given the product [CH3:1][CH2:2][C@@:3]1([OH:27])[C:8](=[O:9])[O:7][CH2:6][C:5]2[C:10]([N:12]3[C:24](=[CH:25][C:4]1=2)[C:23]1[N:22]=[C:21]2[C:16]([CH:17]=[CH:18][CH:19]=[CH:20]2)=[CH:15][C:14]=1[CH2:13]3)=[O:11].[C:28]([OH:33])(=[O:34])[CH2:29][CH2:30][C:31]([OH:47])=[O:32], predict the reactants needed to synthesize it. The reactants are: [CH3:1][CH2:2][C@@:3]1([OH:27])[C:8](=[O:9])[O:7][CH2:6][C:5]2[C:10]([N:12]3[C:24](=[CH:25][C:4]1=2)[C:23]1[N:22]=[C:21]2[C:16]([CH:17]=[C:18](O)[CH:19]=[CH:20]2)=[CH:15][C:14]=1[CH2:13]3)=[O:11].[C:28]1(=[O:34])[O:33][C:31](=[O:32])[CH2:30][CH2:29]1.N1C=CC=CC=1.CC[C@@]1(O)C(=O)[O:47]CC2C(N3C(=CC1=2)C1N=C2C(C=CC=C2)=CC=1C3)=O.